This data is from Catalyst prediction with 721,799 reactions and 888 catalyst types from USPTO. The task is: Predict which catalyst facilitates the given reaction. (1) Reactant: [CH2:1]([O:8][C:9]([NH:11][C:12]1[C:13]([CH3:46])=[C:14]([C:18]2[C:30]3[C:29]4[C:24](=[CH:25][C:26]([NH:31][C:32]([O:34][CH2:35][CH2:36][Si:37]([CH3:40])([CH3:39])[CH3:38])=[O:33])=[CH:27][CH:28]=4)[NH:23][C:22]=3[C:21]([C:41]([O:43]CC)=[O:42])=[N:20][CH:19]=2)[CH:15]=[CH:16][CH:17]=1)=[O:10])[C:2]1[CH:7]=[CH:6][CH:5]=[CH:4][CH:3]=1.O.[OH-].[Li+]. Product: [CH2:1]([O:8][C:9]([NH:11][C:12]1[C:13]([CH3:46])=[C:14]([C:18]2[C:30]3[C:29]4[C:24](=[CH:25][C:26]([NH:31][C:32]([O:34][CH2:35][CH2:36][Si:37]([CH3:38])([CH3:39])[CH3:40])=[O:33])=[CH:27][CH:28]=4)[NH:23][C:22]=3[C:21]([C:41]([OH:43])=[O:42])=[N:20][CH:19]=2)[CH:15]=[CH:16][CH:17]=1)=[O:10])[C:2]1[CH:7]=[CH:6][CH:5]=[CH:4][CH:3]=1. The catalyst class is: 193. (2) Reactant: [NH:1]1[CH2:6][CH2:5][CH2:4][CH:3]([C:7]2[C:11]3=[C:12]4[CH:18]=[CH:17][NH:16][C:13]4=[N:14][CH:15]=[C:10]3[NH:9][N:8]=2)[CH2:2]1.Cl[C:20]1[CH:27]=[CH:26][C:23]([C:24]#[N:25])=[CH:22][N:21]=1.CCN(C(C)C)C(C)C. Product: [C:7]1([CH:3]2[CH2:4][CH2:5][CH2:6][N:1]([C:20]3[CH:27]=[CH:26][C:23]([C:24]#[N:25])=[CH:22][N:21]=3)[CH2:2]2)[C:11]2=[C:12]3[CH:18]=[CH:17][NH:16][C:13]3=[N:14][CH:15]=[C:10]2[NH:9][N:8]=1. The catalyst class is: 14.